This data is from Full USPTO retrosynthesis dataset with 1.9M reactions from patents (1976-2016). The task is: Predict the reactants needed to synthesize the given product. (1) Given the product [N:17]1[CH:18]=[CH:19][N:20]=[CH:21][C:16]=1[C:8]1[O:9][C:10]2=[CH:11][N:12]=[CH:13][CH:14]=[C:15]2[C:7]=1[NH:42][C:38]1[CH:37]=[C:36]2[C:41](=[CH:40][CH:39]=1)[C:33](=[N:32][OH:31])[CH2:34][CH2:35]2, predict the reactants needed to synthesize it. The reactants are: FC(F)(F)S(O[C:7]1[C:15]2[C:10](=[CH:11][N:12]=[CH:13][CH:14]=2)[O:9][C:8]=1[C:16]1[CH:21]=[N:20][CH:19]=[CH:18][N:17]=1)(=O)=O.[Si]([O:31][N:32]=[C:33]1[C:41]2[C:36](=[CH:37][C:38]([NH2:42])=[CH:39][CH:40]=2)[CH2:35][CH2:34]1)(C(C)(C)C)(C)C. (2) The reactants are: [CH2:1]([N:5]([CH2:19][CH2:20][CH2:21][CH3:22])[CH2:6][CH2:7][CH2:8][O:9][C:10]1[CH:18]=[CH:17][C:13]([C:14](Cl)=[O:15])=[CH:12][CH:11]=1)[CH2:2][CH2:3][CH3:4].[NH2:23][C:24]1[CH:29]=[CH:28][CH:27]=[CH:26][CH:25]=1.C(=O)([O-])[O-].[K+].[K+]. Given the product [CH2:1]([N:5]([CH2:19][CH2:20][CH2:21][CH3:22])[CH2:6][CH2:7][CH2:8][O:9][C:10]1[CH:18]=[CH:17][C:13]([C:14]([NH:23][C:24]2[CH:29]=[CH:28][CH:27]=[CH:26][CH:25]=2)=[O:15])=[CH:12][CH:11]=1)[CH2:2][CH2:3][CH3:4], predict the reactants needed to synthesize it. (3) Given the product [CH3:26][O:27][N:28]([CH3:29])[C:10]([C:7]1[CH:8]=[C:9]2[C:4]([CH:3]=[CH:2][NH:1]2)=[CH:5][CH:6]=1)=[O:12], predict the reactants needed to synthesize it. The reactants are: [NH:1]1[C:9]2[C:4](=[CH:5][CH:6]=[C:7]([C:10]([OH:12])=O)[CH:8]=2)[CH:3]=[CH:2]1.C(N1C=CN=C1)(N1C=CN=C1)=O.Cl.[CH3:26][O:27][NH:28][CH3:29]. (4) Given the product [Br:1][C:2]1[CH:3]=[C:4]2[C:9](=[CH:10][CH:11]=1)[N:8]=[N:7][CH:6]=[C:5]2[NH:13][C:14]1[CH:19]=[CH:18][CH:17]=[CH:16][CH:15]=1, predict the reactants needed to synthesize it. The reactants are: [Br:1][C:2]1[CH:3]=[C:4]2[C:9](=[CH:10][CH:11]=1)[N:8]=[N:7][CH:6]=[C:5]2Cl.[NH2:13][C:14]1[CH:19]=[CH:18][CH:17]=[CH:16][CH:15]=1.